From a dataset of Forward reaction prediction with 1.9M reactions from USPTO patents (1976-2016). Predict the product of the given reaction. (1) Given the reactants C(O[BH-](OC(=O)C)OC(=O)C)(=O)C.[Na+].[Cl:15][C:16]1[C:17]2[C:24]([C:25]3[CH:39]=[CH:38][C:28]([O:29][C:30]4[CH:37]=[CH:36][CH:35]=[CH:34][C:31]=4[CH:32]=O)=[CH:27][CH:26]=3)=[CH:23][N:22]([CH:40]3[CH2:44][CH2:43][O:42][CH2:41]3)[C:18]=2[N:19]=[CH:20][N:21]=1.[CH2:45]([NH:47][CH2:48][CH3:49])[CH3:46], predict the reaction product. The product is: [Cl:15][C:16]1[C:17]2[C:24]([C:25]3[CH:26]=[CH:27][C:28]([O:29][C:30]4[CH:37]=[CH:36][CH:35]=[CH:34][C:31]=4[CH2:32][N:47]([CH2:48][CH3:49])[CH2:45][CH3:46])=[CH:38][CH:39]=3)=[CH:23][N:22]([CH:40]3[CH2:44][CH2:43][O:42][CH2:41]3)[C:18]=2[N:19]=[CH:20][N:21]=1. (2) Given the reactants Br[C:2]1[CH:7]=[CH:6][C:5]([CH2:8][O:9][C:10]2[CH:15]=[CH:14][CH:13]=[CH:12][CH:11]=2)=[CH:4][CH:3]=1.C([Li])CCC.CN([CH:24]=[O:25])C, predict the reaction product. The product is: [O:9]([CH2:8][C:5]1[CH:6]=[CH:7][C:2]([CH:24]=[O:25])=[CH:3][CH:4]=1)[C:10]1[CH:15]=[CH:14][CH:13]=[CH:12][CH:11]=1. (3) Given the reactants [CH3:1][CH2:2][Mg+].[Br-].CON(C)[C:8]([C:10]1[CH:11]=[C:12]2[C:16](=[CH:17][CH:18]=1)[NH:15][N:14]=[CH:13]2)=[O:9], predict the reaction product. The product is: [NH:15]1[C:16]2[C:12](=[CH:11][C:10]([C:8](=[O:9])[CH2:2][CH3:1])=[CH:18][CH:17]=2)[CH:13]=[N:14]1. (4) Given the reactants C(O[C:4](=[O:21])[CH2:5][C:6]([CH:8]1[CH2:13][CH2:12][N:11]([C:14]([O:16][C:17]([CH3:20])([CH3:19])[CH3:18])=[O:15])[CH2:10][CH2:9]1)=O)C.[CH3:22][C:23]1[CH:28]=[C:27]([CH3:29])[N:26]=[C:25]2[NH:30][N:31]=[C:32]([NH2:33])[C:24]=12.P([O-])([O-])([O-])=O.[K+].[K+].[K+].Cl, predict the reaction product. The product is: [CH3:29][C:27]1[CH:28]=[C:23]([CH3:22])[C:24]2[C:25]([N:26]=1)=[N:30][N:31]1[C:4](=[O:21])[CH:5]=[C:6]([CH:8]3[CH2:9][CH2:10][N:11]([C:14]([O:16][C:17]([CH3:18])([CH3:19])[CH3:20])=[O:15])[CH2:12][CH2:13]3)[NH:33][C:32]=21.